From a dataset of Full USPTO retrosynthesis dataset with 1.9M reactions from patents (1976-2016). Predict the reactants needed to synthesize the given product. (1) Given the product [CH3:1][S:2][C:3]1[C:16]2[C:11](=[CH:12][CH:13]=[CH:14][CH:15]=2)[NH:17][C:4]=1[C:5]([O:7][CH2:8][CH3:9])=[O:6], predict the reactants needed to synthesize it. The reactants are: [CH3:1][S:2][CH2:3][C:4](=O)[C:5]([O:7][CH2:8][CH3:9])=[O:6].[C:11]1([NH:17]N)[CH:16]=[CH:15][CH:14]=[CH:13][CH:12]=1.C(O)C.Cl. (2) Given the product [C:1]([O:5][C:6]([NH:8][C@H:9]([CH2:30][C:31]1[CH:36]=[C:35]([F:37])[CH:34]=[CH:33][C:32]=1[F:38])[CH2:10][C:11]([N:13]1[CH2:22][C:21]2[N:20]=[C:19]([C:23]([F:24])([F:25])[F:26])[C:18]([C:27]([NH:74][C:70]([CH3:73])([CH3:72])[CH3:71])=[O:29])=[CH:17][C:16]=2[CH2:15][CH2:14]1)=[O:12])=[O:7])([CH3:2])([CH3:4])[CH3:3], predict the reactants needed to synthesize it. The reactants are: [C:1]([O:5][C:6]([NH:8][C@H:9]([CH2:30][C:31]1[CH:36]=[C:35]([F:37])[CH:34]=[CH:33][C:32]=1[F:38])[CH2:10][C:11]([N:13]1[CH2:22][C:21]2[N:20]=[C:19]([C:23]([F:26])([F:25])[F:24])[C:18]([C:27]([OH:29])=O)=[CH:17][C:16]=2[CH2:15][CH2:14]1)=[O:12])=[O:7])([CH3:4])([CH3:3])[CH3:2].Cl.CN(C)CCCN=C=NCC.ON1C2C=CC=CC=2N=N1.C(N(CC)C(C)C)(C)C.[C:70]([NH2:74])([CH3:73])([CH3:72])[CH3:71]. (3) Given the product [CH2:1]([N:8]1[CH2:12][CH2:11][C@@H:10]([C:13]2([NH2:14])[CH2:16][CH2:15]2)[CH2:9]1)[C:2]1[CH:7]=[CH:6][CH:5]=[CH:4][CH:3]=1, predict the reactants needed to synthesize it. The reactants are: [CH2:1]([N:8]1[CH2:12][CH2:11][C@@H:10]([C:13]#[N:14])[CH2:9]1)[C:2]1[CH:7]=[CH:6][CH:5]=[CH:4][CH:3]=1.[CH3:15][CH2:16][Mg+].[Br-].B(F)(F)F.CCOCC.Cl.[OH-].[Na+]. (4) Given the product [CH:3]1([C:9](=[O:17])[CH:10]=[CH:25][C:23]2[C:22]([C:27]3[N:28]=[CH:29][N:30]([C:32]([C:39]4[CH:40]=[CH:41][CH:42]=[CH:43][CH:44]=4)([C:33]4[CH:34]=[CH:35][CH:36]=[CH:37][CH:38]=4)[C:45]4[CH:50]=[CH:49][CH:48]=[CH:47][CH:46]=4)[CH:31]=3)=[CH:21][CH:20]=[C:19]([F:18])[N:24]=2)[CH2:8][CH2:7][CH2:6][CH2:5][CH2:4]1, predict the reactants needed to synthesize it. The reactants are: [H-].[Na+].[CH:3]1([C:9](=[O:17])[CH2:10]P(=O)(OC)OC)[CH2:8][CH2:7][CH2:6][CH2:5][CH2:4]1.[F:18][C:19]1[N:24]=[C:23]([CH:25]=O)[C:22]([C:27]2[N:28]=[CH:29][N:30]([C:32]([C:45]3[CH:50]=[CH:49][CH:48]=[CH:47][CH:46]=3)([C:39]3[CH:44]=[CH:43][CH:42]=[CH:41][CH:40]=3)[C:33]3[CH:38]=[CH:37][CH:36]=[CH:35][CH:34]=3)[CH:31]=2)=[CH:21][CH:20]=1. (5) Given the product [N:7]1([C:58]2[C@@:62]3([CH3:78])[CH2:63][CH2:64][C@H:65]4[C@H:74]([C@@H:61]3[CH2:60][CH:59]=2)[CH2:73][CH:72]=[C:71]2[C@:66]4([CH3:77])[CH2:67][CH2:68][C:69](=[O:76])[N:70]2[CH3:75])[C:11]2[CH:12]=[CH:13][CH:14]=[CH:15][C:10]=2[N:9]=[CH:8]1, predict the reactants needed to synthesize it. The reactants are: CC([O-])(C)C.[Na+].[N:7]1[C:11]2[CH:12]=[CH:13][CH:14]=[CH:15][C:10]=2[NH:9][CH:8]=1.CC(C1C=C(C(C)C)C(C2C=CC=CC=2P(C2CCCCC2)C2CCCCC2)=C(C(C)C)C=1)C.N#N.FC(F)(F)S(O[C:58]1[C@@:62]2([CH3:78])[CH2:63][CH2:64][C@H:65]3[C@H:74]([C@@H:61]2[CH2:60][CH:59]=1)[CH2:73][CH:72]=[C:71]1[C@:66]3([CH3:77])[CH2:67][CH2:68][C:69](=[O:76])[N:70]1[CH3:75])(=O)=O. (6) Given the product [CH2:28]([O:30][C:31]([C:32]1[CH:19]([C:20]2[CH:27]=[CH:26][CH:25]=[C:22]([CH2:23][OH:24])[CH:21]=2)[C:13]2[C:12](=[O:17])[CH2:11][CH:10]([C:3]3[C:4]([CH3:9])=[CH:5][C:6]([CH3:8])=[CH:7][C:2]=3[CH3:1])[CH2:15][C:14]=2[NH:46][C:33]=1[CH2:34][O:35][C:36]([CH3:39])([CH3:38])[CH3:37])=[O:41])[CH3:29], predict the reactants needed to synthesize it. The reactants are: [CH3:1][C:2]1[CH:7]=[C:6]([CH3:8])[CH:5]=[C:4]([CH3:9])[C:3]=1[CH:10]1[CH2:15][C:14](=O)[CH2:13][C:12](=[O:17])[CH2:11]1.O[CH2:19][C:20]1[CH:21]=[C:22]([CH:25]=[CH:26][CH:27]=1)[CH:23]=[O:24].[CH2:28]([O:30][C:31](=[O:41])[CH2:32][C:33](=O)[CH2:34][O:35][C:36]([CH3:39])([CH3:38])[CH3:37])[CH3:29].C([O-])(=O)C.[NH4+:46]. (7) Given the product [NH2:24][CH2:27][C@@H:28]([C:30]1[CH:35]=[CH:34][C:33]([OH:36])=[C:32]([CH2:44][O:45][Si:46]([C:49]([CH3:52])([CH3:51])[CH3:50])([CH3:47])[CH3:48])[CH:31]=1)[OH:29], predict the reactants needed to synthesize it. The reactants are: NC[C@@H](C1C=CC(O)=C2C=1C=CC(=O)N2)O[Si](C(C)(C)C)(C)C.[N:24]([CH2:27][C@@H:28]([C:30]1[CH:35]=[CH:34][C:33]([O:36]CC2C=CC=CC=2)=[C:32]([CH2:44][O:45][Si:46]([C:49]([CH3:52])([CH3:51])[CH3:50])([CH3:48])[CH3:47])[CH:31]=1)[OH:29])=[N+]=[N-].